Dataset: Peptide-MHC class I binding affinity with 185,985 pairs from IEDB/IMGT. Task: Regression. Given a peptide amino acid sequence and an MHC pseudo amino acid sequence, predict their binding affinity value. This is MHC class I binding data. (1) The peptide sequence is RTLDTLALY. The MHC is SLA-30401 with pseudo-sequence SLA-30401. The binding affinity (normalized) is 0.0847. (2) The peptide sequence is AFHHMAREL. The MHC is HLA-B58:01 with pseudo-sequence HLA-B58:01. The binding affinity (normalized) is 0.221.